From a dataset of Full USPTO retrosynthesis dataset with 1.9M reactions from patents (1976-2016). Predict the reactants needed to synthesize the given product. (1) Given the product [CH3:39][C:33]1([C:30]2[O:29][C:28]([CH3:27])=[N:32][N:31]=2)[CH2:38][CH2:37][N:36]([C:22]([C:21]2[CH:20]=[CH:19][C:18]([C:15]3[CH:16]=[CH:17][C:12]4[N:13]([C:9]([C:6]5[CH:5]=[CH:4][C:3]([C:1]#[N:2])=[CH:8][CH:7]=5)=[CH:10][N:11]=4)[CH:14]=3)=[CH:26][CH:25]=2)=[O:24])[CH2:35][CH2:34]1, predict the reactants needed to synthesize it. The reactants are: [C:1]([C:3]1[CH:8]=[CH:7][C:6]([C:9]2[N:13]3[CH:14]=[C:15]([C:18]4[CH:26]=[CH:25][C:21]([C:22]([OH:24])=O)=[CH:20][CH:19]=4)[CH:16]=[CH:17][C:12]3=[N:11][CH:10]=2)=[CH:5][CH:4]=1)#[N:2].[CH3:27][C:28]1[O:29][C:30]([C:33]2([CH3:39])[CH2:38][CH2:37][NH:36][CH2:35][CH2:34]2)=[N:31][N:32]=1.CN(C(ON1N=NC2C=CC=NC1=2)=[N+](C)C)C.F[P-](F)(F)(F)(F)F.CN1CCOCC1. (2) Given the product [Br:19][C:20]1[CH:25]=[CH:24][C:23]2[N:26]=[C:27]([C:28]3[CH:33]=[CH:32][C:31]([OH:34])=[CH:30][CH:29]=3)[S:36][C:22]=2[CH:21]=1, predict the reactants needed to synthesize it. The reactants are: BrC1C=CC(NC(=O)C2C=CC(OC)=CC=2)=CC=1.[Br:19][C:20]1[CH:25]=[CH:24][C:23]([NH:26][C:27](=[S:36])[C:28]2[CH:33]=[CH:32][C:31]([O:34]C)=[CH:30][CH:29]=2)=[CH:22][CH:21]=1.COC1C=CC(P2(SP(C3C=CC(OC)=CC=3)(=S)S2)=S)=CC=1.BrC1C=CC(NC(=S)C2C=CC(OC)=CC=2)=CC=1.BrC1C=CC2N=C(C3C=CC(OC)=CC=3)SC=2C=1.[OH-].[Na+]. (3) Given the product [NH2:14][C:15]1[N:20]([C:21]2[CH:22]=[CH:23][C:24]([NH:27][C:11]([C:8]3([C:4]4[CH:5]=[CH:6][CH:7]=[C:2]([Cl:1])[CH:3]=4)[CH2:10][CH2:9]3)=[O:12])=[CH:25][CH:26]=2)[CH2:19][N:18]=[C:17]2[O:28][CH:29]=[CH:30][C:16]=12, predict the reactants needed to synthesize it. The reactants are: [Cl:1][C:2]1[CH:3]=[C:4]([C:8]2([C:11](Cl)=[O:12])[CH2:10][CH2:9]2)[CH:5]=[CH:6][CH:7]=1.[NH2:14][C:15]1[N:20]([C:21]2[CH:26]=[CH:25][C:24]([NH2:27])=[CH:23][CH:22]=2)[CH2:19][N:18]=[C:17]2[O:28][CH:29]=[CH:30][C:16]=12. (4) Given the product [N:38]1([CH2:10][C:9]([CH3:13])([CH3:12])[O:8][C:5]2[CH:4]=[CH:3][C:2]([Cl:1])=[N:7][CH:6]=2)[CH2:41][CH2:40][CH2:39]1, predict the reactants needed to synthesize it. The reactants are: [Cl:1][C:2]1[N:7]=[CH:6][C:5]([O:8][C:9]([CH3:13])([CH3:12])[CH:10]=O)=[CH:4][CH:3]=1.C(=O)=O.C(#N)C.C(O)(=O)C.C(O[BH-](OC(=O)C)OC(=O)C)(=O)C.[Na+].[NH:38]1[CH2:41][CH2:40][CH2:39]1. (5) Given the product [ClH:24].[F:23][C:2]1([F:1])[CH2:3][NH:4][CH2:5][CH:6]1[NH:7][C:8](=[O:15])[CH2:9][CH2:10][S:11]([CH3:14])(=[O:13])=[O:12], predict the reactants needed to synthesize it. The reactants are: [F:1][C:2]1([F:23])[CH:6]([NH:7][C:8](=[O:15])[CH2:9][CH2:10][S:11]([CH3:14])(=[O:13])=[O:12])[CH2:5][N:4](C(OC(C)(C)C)=O)[CH2:3]1.[ClH:24]. (6) Given the product [CH:23]([C:20]1[N:19]([C:26]2[CH:31]=[CH:30][CH:29]=[C:28]([O:32][C:2]3[CH:3]=[C:4]([F:12])[CH:5]=[C:6]([S:8]([CH3:11])(=[O:10])=[O:9])[CH:7]=3)[CH:27]=2)[C:18]2[CH:17]=[CH:16][CH:15]=[C:14]([Cl:13])[C:22]=2[N:21]=1)([CH3:25])[CH3:24], predict the reactants needed to synthesize it. The reactants are: F[C:2]1[CH:7]=[C:6]([S:8]([CH3:11])(=[O:10])=[O:9])[CH:5]=[C:4]([F:12])[CH:3]=1.[Cl:13][C:14]1[C:22]2[N:21]=[C:20]([CH:23]([CH3:25])[CH3:24])[N:19]([C:26]3[CH:27]=[C:28]([OH:32])[CH:29]=[CH:30][CH:31]=3)[C:18]=2[CH:17]=[CH:16][CH:15]=1. (7) The reactants are: [OH-].[Na+].[F:3][CH:4]([F:19])[CH2:5][O:6][C:7]1[CH:8]=[C:9]([F:18])[C:10]([C:13]([O:15]CC)=[O:14])=[N:11][CH:12]=1.Cl.O1CCOCC1. Given the product [F:19][CH:4]([F:3])[CH2:5][O:6][C:7]1[CH:8]=[C:9]([F:18])[C:10]([C:13]([OH:15])=[O:14])=[N:11][CH:12]=1, predict the reactants needed to synthesize it.